From a dataset of NCI-60 drug combinations with 297,098 pairs across 59 cell lines. Regression. Given two drug SMILES strings and cell line genomic features, predict the synergy score measuring deviation from expected non-interaction effect. Drug 1: CC1=CC2C(CCC3(C2CCC3(C(=O)C)OC(=O)C)C)C4(C1=CC(=O)CC4)C. Drug 2: C1=CN(C=N1)CC(O)(P(=O)(O)O)P(=O)(O)O. Cell line: BT-549. Synergy scores: CSS=0.495, Synergy_ZIP=1.37, Synergy_Bliss=1.68, Synergy_Loewe=-1.30, Synergy_HSA=-0.706.